This data is from Merck oncology drug combination screen with 23,052 pairs across 39 cell lines. The task is: Regression. Given two drug SMILES strings and cell line genomic features, predict the synergy score measuring deviation from expected non-interaction effect. (1) Drug 1: O=C(CCCCCCC(=O)Nc1ccccc1)NO. Drug 2: COC1CC2CCC(C)C(O)(O2)C(=O)C(=O)N2CCCCC2C(=O)OC(C(C)CC2CCC(OP(C)(C)=O)C(OC)C2)CC(=O)C(C)C=C(C)C(O)C(OC)C(=O)C(C)CC(C)C=CC=CC=C1C. Cell line: RKO. Synergy scores: synergy=37.8. (2) Drug 1: CN(Cc1cnc2nc(N)nc(N)c2n1)c1ccc(C(=O)NC(CCC(=O)O)C(=O)O)cc1. Drug 2: C=CCn1c(=O)c2cnc(Nc3ccc(N4CCN(C)CC4)cc3)nc2n1-c1cccc(C(C)(C)O)n1. Cell line: OVCAR3. Synergy scores: synergy=-22.9. (3) Drug 1: CCN(CC)CCNC(=O)c1c(C)[nH]c(C=C2C(=O)Nc3ccc(F)cc32)c1C. Drug 2: CS(=O)(=O)CCNCc1ccc(-c2ccc3ncnc(Nc4ccc(OCc5cccc(F)c5)c(Cl)c4)c3c2)o1. Cell line: MDAMB436. Synergy scores: synergy=6.61. (4) Drug 1: CCN(CC)CCNC(=O)c1c(C)[nH]c(C=C2C(=O)Nc3ccc(F)cc32)c1C. Drug 2: NC1(c2ccc(-c3nc4ccn5c(=O)[nH]nc5c4cc3-c3ccccc3)cc2)CCC1. Cell line: NCIH1650. Synergy scores: synergy=23.5. (5) Drug 2: Cc1nc(Nc2ncc(C(=O)Nc3c(C)cccc3Cl)s2)cc(N2CCN(CCO)CC2)n1. Drug 1: O=C(NOCC(O)CO)c1ccc(F)c(F)c1Nc1ccc(I)cc1F. Synergy scores: synergy=63.9. Cell line: A375. (6) Drug 1: CN1C(=O)C=CC2(C)C3CCC4(C)C(NC(=O)OCC(F)(F)F)CCC4C3CCC12. Drug 2: O=S1(=O)NC2(CN1CC(F)(F)F)C1CCC2Cc2cc(C=CCN3CCC(C(F)(F)F)CC3)ccc2C1. Cell line: SKMEL30. Synergy scores: synergy=23.9. (7) Drug 1: O=S1(=O)NC2(CN1CC(F)(F)F)C1CCC2Cc2cc(C=CCN3CCC(C(F)(F)F)CC3)ccc2C1. Drug 2: CNC(=O)c1cc(Oc2ccc(NC(=O)Nc3ccc(Cl)c(C(F)(F)F)c3)cc2)ccn1. Cell line: UWB1289. Synergy scores: synergy=7.46. (8) Drug 1: CN(C)C(=N)N=C(N)N. Drug 2: Cc1nc(Nc2ncc(C(=O)Nc3c(C)cccc3Cl)s2)cc(N2CCN(CCO)CC2)n1. Cell line: MDAMB436. Synergy scores: synergy=20.7. (9) Drug 1: CS(=O)(=O)CCNCc1ccc(-c2ccc3ncnc(Nc4ccc(OCc5cccc(F)c5)c(Cl)c4)c3c2)o1. Drug 2: COC1CC2CCC(C)C(O)(O2)C(=O)C(=O)N2CCCCC2C(=O)OC(C(C)CC2CCC(OP(C)(C)=O)C(OC)C2)CC(=O)C(C)C=C(C)C(O)C(OC)C(=O)C(C)CC(C)C=CC=CC=C1C. Cell line: UACC62. Synergy scores: synergy=20.8. (10) Drug 1: CN1C(=O)C=CC2(C)C3CCC4(C)C(NC(=O)OCC(F)(F)F)CCC4C3CCC12. Drug 2: COC1CC2CCC(C)C(O)(O2)C(=O)C(=O)N2CCCCC2C(=O)OC(C(C)CC2CCC(OP(C)(C)=O)C(OC)C2)CC(=O)C(C)C=C(C)C(O)C(OC)C(=O)C(C)CC(C)C=CC=CC=C1C. Cell line: CAOV3. Synergy scores: synergy=34.4.